Dataset: Forward reaction prediction with 1.9M reactions from USPTO patents (1976-2016). Task: Predict the product of the given reaction. Given the reactants [CH2:1]([C:3]1[CH:8]=[CH:7][C:6]([OH:9])=[CH:5][CH:4]=1)[CH3:2].Cl[C:11]1[CH:12]=[CH:13][C:14]([N+:26]([O-:28])=[O:27])=[C:15]([CH2:17][NH:18][C:19](=[O:25])[O:20][C:21]([CH3:24])([CH3:23])[CH3:22])[CH:16]=1.[H-].[Na+], predict the reaction product. The product is: [C:21]([O:20][C:19](=[O:25])[NH:18][CH2:17][C:15]1[CH:16]=[C:11]([O:9][C:6]2[CH:7]=[CH:8][C:3]([CH2:1][CH3:2])=[CH:4][CH:5]=2)[CH:12]=[CH:13][C:14]=1[N+:26]([O-:28])=[O:27])([CH3:24])([CH3:22])[CH3:23].